Dataset: Forward reaction prediction with 1.9M reactions from USPTO patents (1976-2016). Task: Predict the product of the given reaction. (1) Given the reactants [C:1]([NH:4][CH2:5][CH2:6][CH:7]1[C:15]2[C:10](=[CH:11][CH:12]=[C:13]([NH:17][C:18](=[O:28])[CH2:19][O:20][CH2:21][C:22]3[CH:27]=[CH:26][CH:25]=[CH:24][CH:23]=3)[C:14]=2O)[CH2:9][CH2:8]1)(=[O:3])[CH3:2].C1(C)C=CC(S([O-])(=O)=O)=CC=1.[NH+]1C=CC=CC=1, predict the reaction product. The product is: [CH2:21]([O:20][CH2:19][C:18]1[O:28][C:14]2[C:15]3[CH:7]([CH2:6][CH2:5][NH:4][C:1](=[O:3])[CH3:2])[CH2:8][CH2:9][C:10]=3[CH:11]=[CH:12][C:13]=2[N:17]=1)[C:22]1[CH:27]=[CH:26][CH:25]=[CH:24][CH:23]=1. (2) Given the reactants [Si:1]([O:8][C@H:9]1[CH2:13][N:12]([C:14]([O:16][C:17]([CH3:20])([CH3:19])[CH3:18])=[O:15])[C@H:11]([C:21]([CH3:23])=[CH2:22])[CH2:10]1)([C:4]([CH3:7])([CH3:6])[CH3:5])([CH3:3])[CH3:2], predict the reaction product. The product is: [Si:1]([O:8][C@H:9]1[CH2:13][N:12]([C:14]([O:16][C:17]([CH3:20])([CH3:19])[CH3:18])=[O:15])[C@H:11]([CH:21]([CH3:23])[CH3:22])[CH2:10]1)([C:4]([CH3:7])([CH3:6])[CH3:5])([CH3:2])[CH3:3]. (3) Given the reactants [C:1]([O:5][C:6]([N:8]1[CH2:13][CH2:12][CH:11]([CH2:14][OH:15])[CH2:10][CH2:9]1)=[O:7])([CH3:4])([CH3:3])[CH3:2].C(N(CC)CC)C.[CH3:23][S:24](Cl)(=[O:26])=[O:25], predict the reaction product. The product is: [C:1]([O:5][C:6]([N:8]1[CH2:13][CH2:12][CH:11]([CH2:14][O:15][S:24]([CH3:23])(=[O:26])=[O:25])[CH2:10][CH2:9]1)=[O:7])([CH3:4])([CH3:3])[CH3:2]. (4) The product is: [CH2:19]([O:21][C:22]1[CH:23]=[C:24]([NH:25][C:15](=[O:17])[CH2:14][C:9]2[NH:10][C:11](=[O:13])[CH:12]=[C:7]([N:1]3[CH2:2][CH2:3][O:4][CH2:5][CH2:6]3)[N:8]=2)[CH:26]=[CH:27][CH:28]=1)[CH3:20]. Given the reactants [N:1]1([C:7]2[N:8]=[C:9]([CH2:14][C:15]([O-:17])=O)[NH:10][C:11](=[O:13])[CH:12]=2)[CH2:6][CH2:5][O:4][CH2:3][CH2:2]1.[Na+].[CH2:19]([O:21][C:22]1[CH:23]=[C:24]([CH:26]=[CH:27][CH:28]=1)[NH2:25])[CH3:20], predict the reaction product. (5) Given the reactants [H-].[Na+].[CH:3]1([N:6]2[CH:10]=[N:9][N:8]=[C:7]2[C:11]2[CH:12]=[C:13]([NH:17][C:18]([C:20]3[CH:25]=[C:24]([C:26]4[CH:27]=[N:28][C:29](F)=[CH:30][CH:31]=4)[CH:23]=[CH:22][N:21]=3)=[O:19])[CH:14]=[CH:15][CH:16]=2)[CH2:5][CH2:4]1.[CH:33]1([OH:37])[CH2:36][CH2:35][CH2:34]1, predict the reaction product. The product is: [CH:33]1([O:37][C:29]2[N:28]=[CH:27][C:26]([C:24]3[CH:23]=[CH:22][N:21]=[C:20]([C:18]([NH:17][C:13]4[CH:14]=[CH:15][CH:16]=[C:11]([C:7]5[N:6]([CH:3]6[CH2:5][CH2:4]6)[CH:10]=[N:9][N:8]=5)[CH:12]=4)=[O:19])[CH:25]=3)=[CH:31][CH:30]=2)[CH2:36][CH2:35][CH2:34]1. (6) The product is: [Cl:10][C:11]1[CH:12]=[C:13]([C:21]2([C:39]([F:41])([F:40])[F:42])[O:1][N:8]=[C:23]([C:25]3[C:34]4[C:29](=[CH:30][CH:31]=[CH:32][CH:33]=4)[C:28]([C:35]([O:37][CH3:38])=[O:36])=[CH:27][CH:26]=3)[CH2:22]2)[CH:14]=[C:15]([C:17]([F:18])([F:20])[F:19])[CH:16]=1. Given the reactants [OH-:1].[Na+].S(O)(O)(=O)=O.[NH2:8]O.[Cl:10][C:11]1[CH:12]=[C:13]([C:21]([C:39]([F:42])([F:41])[F:40])=[CH:22][C:23]([C:25]2[C:34]3[C:29](=[CH:30][CH:31]=[CH:32][CH:33]=3)[C:28]([C:35]([O:37][CH3:38])=[O:36])=[CH:27][CH:26]=2)=O)[CH:14]=[C:15]([C:17]([F:20])([F:19])[F:18])[CH:16]=1, predict the reaction product.